From a dataset of Reaction yield outcomes from USPTO patents with 853,638 reactions. Predict the reaction yield, written as a fraction of the theoretical maximum amount of product (1.0 means a 100% yield; for example, 0.34 means a 34% yield). The reactants are [Cl:1][C:2]1[CH:3]=[C:4]([C:9](=O)[CH2:10][C:11]([O:13]C)=O)[CH:5]=[CH:6][C:7]=1[Cl:8].CC1C=CC(S(O)(=O)=O)=CC=1.[N:27]1[CH:32]=[CH:31][CH:30]=[CH:29][C:28]=1[C:33]1[C:34]([NH2:39])=[N:35][NH:36][C:37]=1[NH2:38]. The catalyst is CCCCO. The product is [NH2:39][C:34]1[C:33]([C:28]2[CH:29]=[CH:30][CH:31]=[CH:32][N:27]=2)=[C:37]2[NH:38][C:9]([C:4]3[CH:5]=[CH:6][C:7]([Cl:8])=[C:2]([Cl:1])[CH:3]=3)=[CH:10][C:11](=[O:13])[N:36]2[N:35]=1. The yield is 0.350.